This data is from Forward reaction prediction with 1.9M reactions from USPTO patents (1976-2016). The task is: Predict the product of the given reaction. (1) Given the reactants [CH3:1][O:2][C:3](=[O:23])[C@@H:4]([CH:17]1[CH2:22][CH2:21][CH2:20][CH2:19][CH2:18]1)[N:5]1[C:14](=[O:15])[C:13]2[C:8](=[CH:9][CH:10]=[CH:11][CH:12]=2)[NH:7][C:6]1=[O:16].[I-].[CH3:25][N:26]1[C:34]2[C:29](=[C:30]([CH3:35])[CH:31]=[CH:32][CH:33]=2)[C:28]([CH2:36][N+](C)(C)C)=[CH:27]1.C(=O)([O-])[O-].[K+].[K+], predict the reaction product. The product is: [CH3:1][O:2][C:3](=[O:23])[C@@H:4]([CH:17]1[CH2:22][CH2:21][CH2:20][CH2:19][CH2:18]1)[N:5]1[C:14](=[O:15])[C:13]2[C:8](=[CH:9][CH:10]=[CH:11][CH:12]=2)[N:7]([CH2:36][C:28]2[C:29]3[C:34](=[CH:33][CH:32]=[CH:31][C:30]=3[CH3:35])[N:26]([CH3:25])[CH:27]=2)[C:6]1=[O:16]. (2) Given the reactants [Cl:1][C:2]1[CH:3]=[C:4]([CH2:9][CH2:10][CH2:11][CH2:12][CH2:13][C:14]2[CH:19]=[CH:18][C:17]([NH2:20])=[CH:16][CH:15]=2)[CH:5]=[CH:6][C:7]=1[Cl:8].F[C:22]1[CH:30]=[CH:29][C:28]([N+:31]([O-:33])=[O:32])=[CH:27][C:23]=1[C:24]([OH:26])=[O:25].Cl, predict the reaction product. The product is: [Cl:1][C:2]1[CH:3]=[C:4]([CH2:9][CH2:10][CH2:11][CH2:12][CH2:13][C:14]2[CH:15]=[CH:16][C:17]([NH:20][C:22]3[CH:30]=[CH:29][C:28]([N+:31]([O-:33])=[O:32])=[CH:27][C:23]=3[C:24]([OH:26])=[O:25])=[CH:18][CH:19]=2)[CH:5]=[CH:6][C:7]=1[Cl:8]. (3) Given the reactants [Br:1][C:2]1[CH:7]=[CH:6][N:5]=[C:4]([CH:8]2[CH2:12][CH2:11][C@:10]3([CH2:16][CH2:15][N:14]([CH3:17])[C:13]3=[O:18])[NH:9]2)[C:3]=1[CH3:19].C(=O)(OC(C)(C)C)[O:21][C:22]([O:24][C:25]([CH3:28])([CH3:27])[CH3:26])=O, predict the reaction product. The product is: [Br:1][C:2]1[CH:7]=[CH:6][N:5]=[C:4]([C@H:8]2[CH2:12][CH2:11][C@:10]3([CH2:16][CH2:15][N:14]([CH3:17])[C:13]3=[O:18])[N:9]2[C:22]([O:24][C:25]([CH3:28])([CH3:27])[CH3:26])=[O:21])[C:3]=1[CH3:19]. (4) Given the reactants [F:1][C:2]1[CH:7]=[C:6]([F:8])[CH:5]=[CH:4][C:3]=1[N:9]1[CH:18]([CH2:19][CH2:20][C:21](OC)=[O:22])[C:17]2[C:13]3=[C:14]([C:25](=[O:29])[N:26]([CH3:28])[CH:27]=[C:12]3[C:11]3[CH:30]=[C:31]([CH2:34][S:35]([CH3:38])(=[O:37])=[O:36])[CH:32]=[CH:33][C:10]1=3)[NH:15][CH:16]=2.[H-].[Al+3].[Li+].[H-].[H-].[H-], predict the reaction product. The product is: [F:1][C:2]1[CH:7]=[C:6]([F:8])[CH:5]=[CH:4][C:3]=1[N:9]1[CH:18]([CH2:19][CH2:20][CH2:21][OH:22])[C:17]2[C:13]3=[C:14]([C:25](=[O:29])[N:26]([CH3:28])[CH:27]=[C:12]3[C:11]3[CH:30]=[C:31]([CH2:34][S:35]([CH3:38])(=[O:36])=[O:37])[CH:32]=[CH:33][C:10]1=3)[NH:15][CH:16]=2. (5) Given the reactants [Br:1][C:2]1[CH:3]=[C:4]([C:8]([NH2:10])=O)[CH:5]=[N:6][CH:7]=1, predict the reaction product. The product is: [Br:1][C:2]1[CH:7]=[N:6][CH:5]=[C:4]([C:8]#[N:10])[CH:3]=1. (6) Given the reactants [NH2:1][C:2]1[CH:7]=[C:6]([CH3:8])[CH:5]=[CH:4][C:3]=1[S:9][C:10]1[CH:11]=[C:12]([OH:16])[CH:13]=[CH:14][CH:15]=1.C([C:19]1[C:20]([N:28]=[CH:29][N:30]([CH3:32])C)=[N:21][C:22]([CH2:25][CH2:26][CH3:27])=[CH:23][CH:24]=1)#N, predict the reaction product. The product is: [CH3:8][C:6]1[CH:5]=[CH:4][C:3]([S:9][C:10]2[CH:11]=[C:12]([OH:16])[CH:13]=[CH:14][CH:15]=2)=[C:2]([NH:1][C:32]2[C:19]3[CH:24]=[CH:23][C:22]([CH2:25][CH2:26][CH3:27])=[N:21][C:20]=3[N:28]=[CH:29][N:30]=2)[CH:7]=1.